Task: Predict the reactants needed to synthesize the given product.. Dataset: Full USPTO retrosynthesis dataset with 1.9M reactions from patents (1976-2016) (1) Given the product [CH3:11][C:12]1[CH:17]=[C:16]([NH:18][C:19]2[CH:20]=[CH:21][N:22]=[CH:23][C:24]=2[S:25]([NH:28][C:29]([NH:31][CH:32]([CH3:34])[CH3:33])=[O:30])(=[O:26])=[O:27])[CH:15]=[CH:14][CH:13]=1.[ClH:35], predict the reactants needed to synthesize it. The reactants are: CS(C)=O.O1CCOCC1.[CH3:11][C:12]1[CH:17]=[C:16]([NH:18][C:19]2[CH:20]=[CH:21][N:22]=[CH:23][C:24]=2[S:25]([NH:28][C:29]([NH:31][CH:32]([CH3:34])[CH3:33])=[O:30])(=[O:27])=[O:26])[CH:15]=[CH:14][CH:13]=1.[ClH:35]. (2) Given the product [N:1]1([CH2:6][CH2:7][O:8][C:9]2[CH:10]=[C:11]([CH:16]=[CH:17][CH:18]=2)[C:12]([OH:14])=[O:13])[CH2:5][CH2:4][CH2:3][CH2:2]1, predict the reactants needed to synthesize it. The reactants are: [N:1]1([CH2:6][CH2:7][O:8][C:9]2[CH:10]=[C:11]([CH:16]=[CH:17][CH:18]=2)[C:12]([O:14]C)=[O:13])[CH2:5][CH2:4][CH2:3][CH2:2]1.[OH-].[Na+]. (3) Given the product [CH2:1]([C:6]1[CH:14]=[C:10]([C:11]([NH2:18])=[O:12])[C:9]([OH:15])=[CH:8][CH:7]=1)[CH2:2][CH2:3][CH2:4][CH3:5], predict the reactants needed to synthesize it. The reactants are: [CH2:1]([C:6]1[CH:14]=[C:10]([C:11](O)=[O:12])[C:9]([OH:15])=[CH:8][CH:7]=1)[CH2:2][CH2:3][CH2:4][CH3:5].C(N)([NH2:18])=O. (4) Given the product [C:27]([O:13][CH2:12][C:11]1[S:10][C:9]([NH:14][C:15]2[N:16]=[CH:17][CH:18]=[CH:19][N:20]=2)=[N:8][C:7]=1[C:2]1[CH:3]=[CH:4][CH:5]=[CH:6][N:1]=1)(=[O:29])[CH3:28], predict the reactants needed to synthesize it. The reactants are: [N:1]1[CH:6]=[CH:5][CH:4]=[CH:3][C:2]=1[C:7]1[N:8]=[C:9]([NH:14][C:15]2[N:20]=[CH:19][CH:18]=[CH:17][N:16]=2)[S:10][C:11]=1[CH2:12][OH:13].N1C=CC=CC=1.[C:27](OC(=O)C)(=[O:29])[CH3:28]. (5) Given the product [OH:22][CH:19]1[CH2:20][CH2:21][N:17]([C:2]2[N:3]=[CH:4][C:5]([B:8]([OH:9])[OH:12])=[CH:6][CH:7]=2)[CH2:18]1, predict the reactants needed to synthesize it. The reactants are: Cl[C:2]1[CH:7]=[CH:6][C:5]([B:8]2[O:12]C(C)(C)C(C)(C)[O:9]2)=[CH:4][N:3]=1.[NH:17]1[CH2:21][CH2:20][CH:19]([OH:22])[CH2:18]1.CCN(C(C)C)C(C)C. (6) The reactants are: [CH3:1][S:2][C:3]1[O:7][C:6]([CH:8]=O)=[CH:5][CH:4]=1.Cl.[NH2:11][OH:12].C([O-])(=O)C.[Na+]. Given the product [CH3:1][S:2][C:3]1[O:7][C:6]([CH:8]=[N:11][OH:12])=[CH:5][CH:4]=1, predict the reactants needed to synthesize it.